Dataset: Full USPTO retrosynthesis dataset with 1.9M reactions from patents (1976-2016). Task: Predict the reactants needed to synthesize the given product. (1) Given the product [ClH:1].[Cl:1][C:2]1[CH:31]=[C:30]([Cl:32])[CH:29]=[CH:28][C:3]=1[O:4][C:5]1[CH:10]=[CH:9][CH:8]=[CH:7][C:6]=1[NH:11][S:12]([C:15]1[CH:16]=[CH:17][C:18]([C:19]([NH:21][CH2:22][C:23](=[O:24])[NH:50][CH2:49][CH2:48][CH2:47][CH2:46][CH:43]2[CH2:42][CH2:41][NH:40][CH2:45][CH2:44]2)=[O:20])=[CH:26][CH:27]=1)(=[O:14])=[O:13], predict the reactants needed to synthesize it. The reactants are: [Cl:1][C:2]1[CH:31]=[C:30]([Cl:32])[CH:29]=[CH:28][C:3]=1[O:4][C:5]1[CH:10]=[CH:9][CH:8]=[CH:7][C:6]=1[NH:11][S:12]([C:15]1[CH:27]=[CH:26][C:18]([C:19]([NH:21][CH2:22][C:23](O)=[O:24])=[O:20])=[CH:17][CH:16]=1)(=[O:14])=[O:13].C(OC([N:40]1[CH2:45][CH2:44][CH:43]([CH2:46][CH2:47][CH2:48][CH2:49][NH2:50])[CH2:42][CH2:41]1)=O)(C)(C)C. (2) The reactants are: Br[C:2]1[CH:7]=[CH:6][C:5]([CH:8]([CH3:15])[CH2:9][NH:10][S:11]([CH3:14])(=[O:13])=[O:12])=[CH:4][CH:3]=1.[CH:16]([C:18]1[CH:23]=[CH:22][C:21](B(O)O)=[CH:20][CH:19]=1)=[O:17].C(=O)([O-])[O-].[K+].[K+].O. Given the product [CH:16]([C:18]1[CH:23]=[CH:22][C:21]([C:2]2[CH:7]=[CH:6][C:5]([CH:8]([CH3:15])[CH2:9][NH:10][S:11]([CH3:14])(=[O:13])=[O:12])=[CH:4][CH:3]=2)=[CH:20][CH:19]=1)=[O:17], predict the reactants needed to synthesize it.